Task: Regression. Given a peptide amino acid sequence and an MHC pseudo amino acid sequence, predict their binding affinity value. This is MHC class I binding data.. Dataset: Peptide-MHC class I binding affinity with 185,985 pairs from IEDB/IMGT (1) The peptide sequence is NPLVITTSV. The MHC is HLA-B54:01 with pseudo-sequence HLA-B54:01. The binding affinity (normalized) is 0.595. (2) The peptide sequence is EYPPWLTEK. The MHC is HLA-A11:01 with pseudo-sequence HLA-A11:01. The binding affinity (normalized) is 0.